From a dataset of Reaction yield outcomes from USPTO patents with 853,638 reactions. Predict the reaction yield, written as a fraction of the theoretical maximum amount of product (1.0 means a 100% yield; for example, 0.34 means a 34% yield). (1) The reactants are [C:1]([C:4]1[CH:9]=[CH:8][C:7](B(O)O)=[CH:6][CH:5]=1)(=[O:3])[NH2:2].[F:13][C:14]1[CH:15]=[C:16]([N:31]([C:40]2[CH:45]=[CH:44][C:43]([F:46])=[CH:42][CH:41]=2)[C:32]([C:34]2([C:37]([NH2:39])=[O:38])[CH2:36][CH2:35]2)=[O:33])[CH:17]=[CH:18][C:19]=1[O:20][C:21]1[CH:26]=[CH:25][N:24]=[C:23]2[CH:27]=[C:28](I)[S:29][C:22]=12.C([O-])([O-])=O.[Cs+].[Cs+].C1(C)C=CC=CC=1. The catalyst is O.CCO. The product is [C:1]([C:4]1[CH:9]=[CH:8][C:7]([C:28]2[S:29][C:22]3[C:23](=[N:24][CH:25]=[CH:26][C:21]=3[O:20][C:19]3[CH:18]=[CH:17][C:16]([N:31]([C:40]4[CH:41]=[CH:42][C:43]([F:46])=[CH:44][CH:45]=4)[C:32]([C:34]4([C:37]([NH2:39])=[O:38])[CH2:36][CH2:35]4)=[O:33])=[CH:15][C:14]=3[F:13])[CH:27]=2)=[CH:6][CH:5]=1)(=[O:3])[NH2:2]. The yield is 0.130. (2) The reactants are Cl[C:2]1[CH:7]=[CH:6][N:5]=[CH:4][C:3]=1[N+:8]([O-:10])=[O:9].C(N(CC)CC)C.[C:18]([O:22][C:23]([N:25]1[CH2:30][CH2:29][CH:28]([NH2:31])[CH2:27][CH2:26]1)=[O:24])([CH3:21])([CH3:20])[CH3:19]. The catalyst is CN(C=O)C. The product is [C:18]([O:22][C:23]([N:25]1[CH2:30][CH2:29][CH:28]([NH:31][C:2]2[CH:7]=[CH:6][N:5]=[CH:4][C:3]=2[N+:8]([O-:10])=[O:9])[CH2:27][CH2:26]1)=[O:24])([CH3:21])([CH3:19])[CH3:20]. The yield is 0.860. (3) The catalyst is O1CCCC1. The reactants are I[C:2]1[C:10]2[C:5](=[N:6][CH:7]=[CH:8][CH:9]=2)[N:4]([Si:11]([CH:18]([CH3:20])[CH3:19])([CH:15]([CH3:17])[CH3:16])[CH:12]([CH3:14])[CH3:13])[CH:3]=1.C([Mg]Cl)(C)C.[CH2:26]([O:28][C:29]1[C:36]([O:37][CH2:38][C:39]2[CH:44]=[CH:43][CH:42]=[CH:41][CH:40]=2)=[CH:35][CH:34]=[CH:33][C:30]=1[CH:31]=[O:32])[CH3:27].O. The product is [CH2:38]([O:37][C:36]1[C:29]([O:28][CH2:26][CH3:27])=[C:30]([CH:31]([C:2]2[C:10]3[C:5](=[N:6][CH:7]=[CH:8][CH:9]=3)[N:4]([Si:11]([CH:18]([CH3:20])[CH3:19])([CH:15]([CH3:17])[CH3:16])[CH:12]([CH3:14])[CH3:13])[CH:3]=2)[OH:32])[CH:33]=[CH:34][CH:35]=1)[C:39]1[CH:40]=[CH:41][CH:42]=[CH:43][CH:44]=1. The yield is 0.139. (4) The reactants are CC1(C)O[C:6](=[O:8])[C:5](=[CH:9][NH:10][C:11]2[CH:25]=[CH:24][C:14]([C:15]([O:17][C:18]3[CH:23]=[CH:22][CH:21]=[CH:20][CH:19]=3)=[O:16])=[C:13]([OH:26])[CH:12]=2)C(=O)O1.[CH2:29](Br)[C:30]1[CH:35]=[CH:34][CH:33]=[CH:32][CH:31]=1.C(=O)([O-])[O-].[K+].[K+].C(OCC)C.O1CCCC1. The catalyst is CN(C)C=O.C(O)C.CCCCCC.C1C=CC(C2C=CC=CC=2)=CC=1.C1C=CC(OC2C=CC=CC=2)=CC=1.C(OCC)C.O. The product is [CH2:29]([O:26][C:13]1[CH:12]=[C:11]2[C:25]([C:6](=[O:8])[CH:5]=[CH:9][NH:10]2)=[CH:24][C:14]=1[C:15]([O:17][C:18]1[CH:19]=[CH:20][CH:21]=[CH:22][CH:23]=1)=[O:16])[C:30]1[CH:35]=[CH:34][CH:33]=[CH:32][CH:31]=1. The yield is 0.110. (5) The reactants are [NH2:1][C:2]1[N:10]=[CH:9][N:8]=[C:7]2[C:3]=1[N:4]=[CH:5][N:6]2[C@H:11]1[C@@H:15]2[O:16][C:17]([CH3:20])([CH3:19])[O:18][C@@H:14]2[C@@H:13]([CH2:21][N:22]([CH:37]2[CH2:40][CH2:39][CH2:38]2)[CH2:23][CH2:24][CH2:25][N:26]2C(=O)C3C(=CC=CC=3)C2=O)[O:12]1.O.NN. The catalyst is CCO. The product is [NH2:1][C:2]1[N:10]=[CH:9][N:8]=[C:7]2[C:3]=1[N:4]=[CH:5][N:6]2[C@H:11]1[C@@H:15]2[O:16][C:17]([CH3:19])([CH3:20])[O:18][C@@H:14]2[C@@H:13]([CH2:21][N:22]([CH:37]2[CH2:40][CH2:39][CH2:38]2)[CH2:23][CH2:24][CH2:25][NH2:26])[O:12]1. The yield is 0.950. (6) The reactants are [Br:1][C:2]1[CH:3]=[C:4]([CH:9]=[CH:10][C:11]=1[C:12]#[N:13])[C:5]([O:7][CH3:8])=[O:6].OO.C(=O)([O-])[O-:17].[K+].[K+]. The catalyst is CS(C)=O. The product is [Br:1][C:2]1[CH:3]=[C:4]([CH:9]=[CH:10][C:11]=1[C:12]([NH2:13])=[O:17])[C:5]([O:7][CH3:8])=[O:6]. The yield is 1.00. (7) The reactants are N[C:2]1[N:7]=[CH:6][C:5]([C:8]2[CH:13]=[CH:12][C:11]([C@@H:14]([N:16]3[CH2:21][CH2:20][C@:19]([CH2:28][CH2:29][CH2:30][OH:31])([C:22]4[CH:27]=[CH:26][CH:25]=[CH:24][CH:23]=4)[O:18][C:17]3=[O:32])[CH3:15])=[CH:10][CH:9]=2)=[CH:4][CH:3]=1.N([O-])=[O:34].[Na+].[OH-].[Na+]. The catalyst is OS(O)(=O)=O. The product is [OH:31][CH2:30][CH2:29][CH2:28][C@@:19]1([C:22]2[CH:27]=[CH:26][CH:25]=[CH:24][CH:23]=2)[O:18][C:17](=[O:32])[N:16]([C@H:14]([C:11]2[CH:10]=[CH:9][C:8]([C:5]3[CH:4]=[CH:3][C:2](=[O:34])[NH:7][CH:6]=3)=[CH:13][CH:12]=2)[CH3:15])[CH2:21][CH2:20]1. The yield is 0.200.